Dataset: Catalyst prediction with 721,799 reactions and 888 catalyst types from USPTO. Task: Predict which catalyst facilitates the given reaction. (1) Product: [CH2:1]([N:8]1[CH2:17][C:16]([CH3:19])([CH3:18])[NH:15][CH2:14][C:9]21[CH2:10][CH2:11][CH2:12][CH2:13]2)[C:2]1[CH:3]=[CH:4][CH:5]=[CH:6][CH:7]=1. Reactant: [CH2:1]([N:8]1[CH2:17][C:16]([CH3:19])([CH3:18])[NH:15][C:14](=O)[C:9]21[CH2:13][CH2:12][CH2:11][CH2:10]2)[C:2]1[CH:7]=[CH:6][CH:5]=[CH:4][CH:3]=1.[H-].[Al+3].[Li+].[H-].[H-].[H-].Cl[Si](C)(C)C.O. The catalyst class is: 1. (2) Reactant: [CH3:1][C:2]1([CH3:13])[O:7][C:6](=[O:8])[C:5](B(O)O)=[C:4]([CH3:12])[O:3]1.Br[C:15]1[CH:16]=[N:17][CH:18]=[N:19][CH:20]=1.C(=O)([O-])[O-].[Na+].[Na+].O1CCCC1. Product: [CH3:1][C:2]1([CH3:13])[O:7][C:6](=[O:8])[C:5]([C:15]2[CH:16]=[N:17][CH:18]=[N:19][CH:20]=2)=[C:4]([CH3:12])[O:3]1. The catalyst class is: 6. (3) Product: [F:1][C:2]1[CH:24]=[CH:23][CH:22]=[CH:21][C:3]=1[O:4][C:5]1[C:18](=[O:19])[N:17]([CH3:20])[C:8]2[N:9]=[C:10]([NH:25][C:26]3[C:31]([OH:32])=[CH:30][CH:29]=[CH:28][N:27]=3)[N:11]=[CH:12][C:7]=2[CH:6]=1. Reactant: [F:1][C:2]1[CH:24]=[CH:23][CH:22]=[CH:21][C:3]=1[O:4][C:5]1[C:18](=[O:19])[N:17]([CH3:20])[C:8]2[N:9]=[C:10](S(C)(=O)=O)[N:11]=[CH:12][C:7]=2[CH:6]=1.[NH2:25][C:26]1[C:31]([OH:32])=[CH:30][CH:29]=[CH:28][N:27]=1.CO.O. The catalyst class is: 60. (4) Reactant: [Cl:1][C:2]1[CH:11]=[CH:10][C:5]([C:6]([O:8]C)=[O:7])=[CH:4][C:3]=1[NH:12][C:13]([C:15]1[C:16](=[O:27])[NH:17][C:18]2[C:23]([CH:24]=1)=[CH:22][CH:21]=[C:20]([O:25][CH3:26])[N:19]=2)=[O:14].[OH-].[Na+]. The catalyst class is: 5. Product: [Cl:1][C:2]1[CH:11]=[CH:10][C:5]([C:6]([OH:8])=[O:7])=[CH:4][C:3]=1[NH:12][C:13]([C:15]1[C:16](=[O:27])[NH:17][C:18]2[C:23]([CH:24]=1)=[CH:22][CH:21]=[C:20]([O:25][CH3:26])[N:19]=2)=[O:14]. (5) Reactant: Br[C:2]1[CH:3]=[C:4]([CH:24]=[C:25]([Cl:27])[CH:26]=1)[O:5][C:6]1[C:7](=[O:23])[N:8]([CH2:13][C:14]2[C:22]3[C:17](=[N:18][CH:19]=[CH:20][CH:21]=3)[NH:16][N:15]=2)[CH:9]=[CH:10][C:11]=1[CH3:12].[CH3:28][N:29](C=O)C. Product: [Cl:27][C:25]1[CH:26]=[C:2]([CH:3]=[C:4]([O:5][C:6]2[C:7](=[O:23])[N:8]([CH2:13][C:14]3[C:22]4[C:17](=[N:18][CH:19]=[CH:20][CH:21]=4)[NH:16][N:15]=3)[CH:9]=[CH:10][C:11]=2[CH3:12])[CH:24]=1)[C:28]#[N:29]. The catalyst class is: 507. (6) Reactant: [CH3:1][O:2][C:3]1[CH:8]=[CH:7][C:6]([NH:9][CH2:10][C:11]([OH:13])=O)=[CH:5][CH:4]=1.Cl.[CH3:15][NH:16][CH3:17].CCN(C(C)C)C(C)C.CN(C(ON1N=NC2C=CC=NC1=2)=[N+](C)C)C.F[P-](F)(F)(F)(F)F. Product: [CH3:1][O:2][C:3]1[CH:8]=[CH:7][C:6]([NH:9][CH2:10][C:11]([N:16]([CH3:17])[CH3:15])=[O:13])=[CH:5][CH:4]=1. The catalyst class is: 10.